This data is from Reaction yield outcomes from USPTO patents with 853,638 reactions. The task is: Predict the reaction yield, written as a fraction of the theoretical maximum amount of product (1.0 means a 100% yield; for example, 0.34 means a 34% yield). The reactants are C1(CO[C:9]([NH:11][C@H:12]([C:17]([NH:19][C@H:20]([CH2:25][OH:26])[CH2:21][CH2:22][CH2:23][CH3:24])=[O:18])[CH2:13][CH:14]([CH3:16])[CH3:15])=[O:10])C=CC=CC=1.C(N(CC)CC)C.[N:34]1(C(Cl)=O)[CH2:39][CH2:38][O:37][CH2:36][CH2:35]1. The catalyst is CO.C(Cl)Cl.[C].[Pd]. The product is [N:34]1([C:9]([NH:11][C@H:12]([C:17]([NH:19][C@H:20]([CH2:25][OH:26])[CH2:21][CH2:22][CH2:23][CH3:24])=[O:18])[CH2:13][CH:14]([CH3:15])[CH3:16])=[O:10])[CH2:39][CH2:38][O:37][CH2:36][CH2:35]1. The yield is 0.710.